From a dataset of Reaction yield outcomes from USPTO patents with 853,638 reactions. Predict the reaction yield, written as a fraction of the theoretical maximum amount of product (1.0 means a 100% yield; for example, 0.34 means a 34% yield). (1) The reactants are Cl[C:2]1[CH:7]=[CH:6][N:5]=[CH:4][C:3]=1[N+:8]([O-:10])=[O:9].F[C:12]1[CH:19]=[CH:18][C:15]([CH2:16]O)=[CH:14][CH:13]=1.C(=O)([O-])[O-].[K+].[K+].[OH-].[K+].COCCOC[CH2:34][N:35](CCOCCOC)[CH2:36]COCCOC. The catalyst is C1(C)C=CC=CC=1. The product is [N+:8]([C:3]1[CH:4]=[N:5][CH:6]=[CH:7][C:2]=1[N:35]1[CH2:36][CH2:16][C:15]2[C:14](=[CH:13][CH:12]=[CH:19][CH:18]=2)[CH2:34]1)([O-:10])=[O:9]. The yield is 0.863. (2) The reactants are [F:1][C:2]([F:25])([F:24])[C:3]1[CH:8]=[CH:7][C:6]([S:9]([O:12][C:13]2[CH:18]=[CH:17][CH:16]=[CH:15][C:14]=2[CH:19]2[CH2:21][CH:20]2[CH2:22][OH:23])(=[O:11])=[O:10])=[CH:5][CH:4]=1.C(Cl)(Cl)(Cl)Cl.C(#N)C.I([O-])(=O)(=O)=[O:35].[Na+]. The catalyst is O.[Ru](Cl)(Cl)Cl.O. The product is [F:25][C:2]([F:24])([F:1])[C:3]1[CH:8]=[CH:7][C:6]([S:9]([O:12][C:13]2[CH:18]=[CH:17][CH:16]=[CH:15][C:14]=2[CH:19]2[CH2:21][CH:20]2[C:22]([OH:35])=[O:23])(=[O:10])=[O:11])=[CH:5][CH:4]=1. The yield is 0.950. (3) The reactants are [ClH:1].C(OC([NH:9][C@@:10]1([C:33]([O:35][CH2:36][C:37]2[CH:42]=[CH:41][CH:40]=[CH:39][C:38]=2[F:43])=[O:34])[CH2:15][C@@H:14]([S:16][C:17]2[NH:21][CH:20]=[N:19][N:18]=2)[C@@H:13]2[C@H:11]1[C@H:12]2[C:22]([O:24][CH2:25][C:26]1[CH:31]=[CH:30][CH:29]=[CH:28][C:27]=1[F:32])=[O:23])=O)(C)(C)C. The catalyst is C(OCC)(=O)C. The product is [ClH:1].[NH2:9][C@@:10]1([C:33]([O:35][CH2:36][C:37]2[CH:42]=[CH:41][CH:40]=[CH:39][C:38]=2[F:43])=[O:34])[CH2:15][C@@H:14]([S:16][C:17]2[NH:21][CH:20]=[N:19][N:18]=2)[C@@H:13]2[C@H:11]1[C@H:12]2[C:22]([O:24][CH2:25][C:26]1[CH:31]=[CH:30][CH:29]=[CH:28][C:27]=1[F:32])=[O:23]. The yield is 0.890. (4) The reactants are [C:1]([C:3]1[S:4][C:5]2[C:11]([C:12]#[N:13])=[C:10](/[N:14]=[CH:15]/[N:16](C)C)[CH:9]=[CH:8][C:6]=2[N:7]=1)#[N:2].N[C:20]1[CH:25]=[CH:24][C:23]([CH3:26])=[CH:22][CH:21]=1.[K+].[Br-]. The catalyst is C(Cl)Cl.CCOC(C)=O. The product is [C:23]1([CH3:26])[CH:24]=[CH:25][C:20]([NH:13][C:12]2[C:11]3[C:10](=[CH:9][CH:8]=[C:6]4[N:7]=[C:3]([C:1]#[N:2])[S:4][C:5]4=3)[N:14]=[CH:15][N:16]=2)=[CH:21][CH:22]=1. The yield is 0.640. (5) The reactants are [F:1][C:2]1[CH:3]=[C:4]([N:17]2[C:22](=[O:23])[CH:21]=[C:20]([CH3:24])[N:19]=[C:18]2[CH3:25])[CH:5]=[CH:6][C:7]=1[NH:8][CH2:9][CH2:10][N:11]1[CH2:16][CH2:15][O:14][CH2:13][CH2:12]1.[C:26]([O-])([O-])=O.[K+].[K+].CI. The catalyst is C(#N)C. The product is [F:1][C:2]1[CH:3]=[C:4]([N:17]2[C:22](=[O:23])[CH:21]=[C:20]([CH3:24])[N:19]=[C:18]2[CH3:25])[CH:5]=[CH:6][C:7]=1[N:8]([CH3:26])[CH2:9][CH2:10][N:11]1[CH2:16][CH2:15][O:14][CH2:13][CH2:12]1. The yield is 0.200. (6) The catalyst is O1CCCC1.C(OCC)(=O)C. The reactants are CCC(C)[BH-](C(C)CC)C(C)CC.[Li+].[Si:15]([O:22][C@@H:23]1[C@@:40]2([CH3:41])[C:27](=[CH:28][CH:29]=[C:30]3[C@@H:39]2[CH2:38][CH2:37][C@@:35]2([CH3:36])[C@H:31]3[CH2:32][CH:33]=[C:34]2[CH2:42][O:43][CH2:44][CH:45]2[O:49][C:46]2([CH3:48])[CH3:47])[CH2:26][C@@H:25]([O:50][Si:51]([C:54]([CH3:57])([CH3:56])[CH3:55])([CH3:53])[CH3:52])[CH2:24]1)([C:18]([CH3:21])([CH3:20])[CH3:19])([CH3:17])[CH3:16].[OH-].[Na+].OO. The product is [Si:15]([O:22][C@@H:23]1[C@@:40]2([CH3:41])[C:27](=[CH:28][CH:29]=[C:30]3[C@@H:39]2[CH2:38][CH2:37][C@@:35]2([CH3:36])[C@H:31]3[CH2:32][CH:33]=[C:34]2[CH2:42][O:43][CH2:44][CH2:45][C:46]([OH:49])([CH3:47])[CH3:48])[CH2:26][C@@H:25]([O:50][Si:51]([C:54]([CH3:57])([CH3:56])[CH3:55])([CH3:52])[CH3:53])[CH2:24]1)([C:18]([CH3:21])([CH3:19])[CH3:20])([CH3:17])[CH3:16]. The yield is 0.870.